Dataset: Reaction yield outcomes from USPTO patents with 853,638 reactions. Task: Predict the reaction yield, written as a fraction of the theoretical maximum amount of product (1.0 means a 100% yield; for example, 0.34 means a 34% yield). (1) The reactants are [O:1]=[C:2]1[CH2:6][CH2:5][CH2:4][N:3]1[CH2:7][C:8]([O:10]C)=O.[NH2:12][NH2:13]. The catalyst is C(O)C. The product is [NH2:12][NH:13][C:8](=[O:10])[CH2:7][N:3]1[CH2:4][CH2:5][CH2:6][C:2]1=[O:1]. The yield is 1.00. (2) The reactants are C(N1C2C(=CC(S(N)(=O)=O)=CC=2)CC1)C.[C:16]1([S:22][CH2:23][C:24]([N:26]2[C:34]3[C:29](=[CH:30][C:31]([S:35]([NH2:38])(=[O:37])=[O:36])=[CH:32][CH:33]=3)[CH2:28][CH2:27]2)=O)[CH:21]=[CH:20][CH:19]=[CH:18][CH:17]=1. No catalyst specified. The product is [C:16]1([S:22][CH2:23][CH2:24][N:26]2[C:34]3[C:29](=[CH:30][C:31]([S:35]([NH2:38])(=[O:37])=[O:36])=[CH:32][CH:33]=3)[CH2:28][CH2:27]2)[CH:21]=[CH:20][CH:19]=[CH:18][CH:17]=1. The yield is 0.520.